This data is from Catalyst prediction with 721,799 reactions and 888 catalyst types from USPTO. The task is: Predict which catalyst facilitates the given reaction. (1) Reactant: Br[C:2]1[CH:3]=[C:4]2[C:8](=[CH:9][C:10]=1[S:11]([CH2:14][CH3:15])(=[O:13])=[O:12])[N:7]([C:16](=[O:18])[CH3:17])[CH2:6][C:5]2([CH3:20])[CH3:19].[NH4+].[Cl-]. Product: [CH2:14]([S:11]([C:10]1[CH:9]=[C:8]2[C:4]([C:5]([CH3:19])([CH3:20])[CH2:6][N:7]2[C:16](=[O:18])[CH3:17])=[CH:3][CH:2]=1)(=[O:12])=[O:13])[CH3:15]. The catalyst class is: 324. (2) Reactant: OS(O)(=O)=O.[C:6]([OH:9])(=O)[CH3:7].[CH3:10][CH:11]([CH2:14]CC#N)[C:12]#[N:13].C([O-])([O-])=[O:19].[Na+].[Na+]. Product: [CH3:10][CH:11]1[CH2:14][CH2:7][C:6](=[O:9])[NH:13][C:12]1=[O:19]. The catalyst class is: 6. (3) Reactant: C1(P(C2C=CC=CC=2)C2C=CC=CC=2)C=CC=CC=1.[I:20]I.N1C=CN=C1.[C:27]([O:31][C:32](=[O:39])[NH:33][C@H:34]([CH3:38])[CH2:35][CH2:36]O)([CH3:30])([CH3:29])[CH3:28]. Product: [C:27]([O:31][C:32](=[O:39])[NH:33][C@H:34]([CH3:38])[CH2:35][CH2:36][I:20])([CH3:30])([CH3:29])[CH3:28]. The catalyst class is: 2. (4) Reactant: [C:1]([C:4]1[CH:28]=[C:27]([CH3:29])[C:7]([O:8][C:9]2[C:10]3[NH:26][CH:25]=[CH:24][C:11]=3[N:12]=[C:13]([NH:15][C:16]3[CH:23]=[CH:22][C:19]([C:20]#[N:21])=[CH:18][CH:17]=3)[N:14]=2)=[C:6]([CH3:30])[CH:5]=1)(=[O:3])[CH3:2].C1C(=O)N([Cl:38])C(=O)C1. Product: [C:1]([C:4]1[CH:5]=[C:6]([CH3:30])[C:7]([O:8][C:9]2[C:10]3[NH:26][CH:25]=[C:24]([Cl:38])[C:11]=3[N:12]=[C:13]([NH:15][C:16]3[CH:17]=[CH:18][C:19]([C:20]#[N:21])=[CH:22][CH:23]=3)[N:14]=2)=[C:27]([CH3:29])[CH:28]=1)(=[O:3])[CH3:2]. The catalyst class is: 2. (5) Reactant: [NH2:1][C:2]1[C:11]2[C:6](=[CH:7][C:8]([OH:12])=[CH:9][CH:10]=2)[CH:5]=[CH:4][N:3]=1.[C:13]([O:17][C:18]([NH:20][C@H:21]1[CH2:26][CH2:25][C@H:24](OS(C)(=O)=O)[CH2:23][CH2:22]1)=[O:19])([CH3:16])([CH3:15])[CH3:14].CCN(P1(N(C)CCCN1)=NC(C)(C)C)CC. Product: [C:13]([O:17][C:18](=[O:19])[NH:20][C@H:21]1[CH2:22][CH2:23][C@@H:24]([O:12][C:8]2[CH:7]=[C:6]3[C:11](=[CH:10][CH:9]=2)[C:2]([NH2:1])=[N:3][CH:4]=[CH:5]3)[CH2:25][CH2:26]1)([CH3:16])([CH3:14])[CH3:15]. The catalyst class is: 10. (6) Reactant: C[C@@H:2]1[O:9]C(=O)[C@H](C)[O:5][C:3]1=[O:4].[CH2:11]([O:18][C:19]([NH:21][CH2:22][CH2:23][CH2:24][CH2:25][CH:26]1[C:31](=[O:32])[O:30]CC(=O)[NH:27]1)=[O:20])[C:12]1[CH:17]=[CH:16][CH:15]=[CH:14][CH:13]=1.[CH3:34][C@@H:35]1[O:42]C(=O)[C@H](C)[O:38][C:36]1=[O:37].C(OC(NCCCCC1C(=O)OCC(=O)N1)=O)C1C=CC=CC=1. Product: [C:3]([OH:5])(=[O:4])[CH2:2][OH:9].[CH2:11]([O:18][C:19]([NH:21][CH2:22][CH2:23][CH2:24][CH2:25][C@@H:26]([C:31]([OH:32])=[O:30])[NH2:27])=[O:20])[C:12]1[CH:13]=[CH:14][CH:15]=[CH:16][CH:17]=1.[C:36]([OH:38])(=[O:37])[C@H:35]([CH3:34])[OH:42]. The catalyst class is: 22.